Task: Predict the reactants needed to synthesize the given product.. Dataset: Full USPTO retrosynthesis dataset with 1.9M reactions from patents (1976-2016) (1) Given the product [O:41]=[C:35]1[CH:34]([N:28]2[CH2:27][C:26]3[C:30](=[CH:31][CH:32]=[C:24]([CH2:23][NH:22][C:11](=[O:13])[C:10]([C:5]4[C:4]([O:3][CH2:1][CH3:2])=[CH:9][CH:8]=[CH:7][N:6]=4)([F:15])[F:14])[CH:25]=3)[C:29]2=[O:33])[CH2:39][CH2:38][C:37](=[O:40])[NH:36]1, predict the reactants needed to synthesize it. The reactants are: [CH2:1]([O:3][C:4]1[C:5]([C:10]([F:15])([F:14])[C:11]([OH:13])=O)=[N:6][CH:7]=[CH:8][CH:9]=1)[CH3:2].P(Cl)(Cl)(Cl)=O.Cl.[NH2:22][CH2:23][C:24]1[CH:25]=[C:26]2[C:30](=[CH:31][CH:32]=1)[C:29](=[O:33])[N:28]([CH:34]1[CH2:39][CH2:38][C:37](=[O:40])[NH:36][C:35]1=[O:41])[CH2:27]2.C(=O)(O)[O-].[Na+]. (2) The reactants are: [Si]([O:8][C@H:9]([C:33]1[CH:34]=[N:35][CH:36]=[CH:37][CH:38]=1)[C@H:10]1[CH2:14][CH2:13][C@@H:12]([CH2:15][C:16]2[CH:21]=[CH:20][C:19]([C:22]([O:24][CH3:25])=[O:23])=[CH:18][CH:17]=2)[N:11]1[C:26]([O:28][C:29]([CH3:32])([CH3:31])[CH3:30])=[O:27])(C(C)(C)C)(C)C. Given the product [OH:8][C@H:9]([C:33]1[CH:34]=[N:35][CH:36]=[CH:37][CH:38]=1)[C@H:10]1[CH2:14][CH2:13][C@@H:12]([CH2:15][C:16]2[CH:17]=[CH:18][C:19]([C:22]([O:24][CH3:25])=[O:23])=[CH:20][CH:21]=2)[N:11]1[C:26]([O:28][C:29]([CH3:32])([CH3:31])[CH3:30])=[O:27], predict the reactants needed to synthesize it. (3) Given the product [C:22]1([CH:28]([C:32]2[CH:33]=[CH:34][CH:35]=[CH:36][CH:37]=2)[CH2:29][CH2:30][S:1][C:2]2[S:3][C:4]3[CH2:13][C:12]4[C:11]([O:14][CH2:15][CH2:16][C:17]([OH:19])=[O:18])=[CH:10][CH:9]=[CH:8][C:7]=4[C:5]=3[N:6]=2)[CH:27]=[CH:26][CH:25]=[CH:24][CH:23]=1, predict the reactants needed to synthesize it. The reactants are: [SH:1][C:2]1[S:3][C:4]2[CH2:13][C:12]3[C:11]([O:14][CH2:15][CH2:16][C:17]([O:19]CC)=[O:18])=[CH:10][CH:9]=[CH:8][C:7]=3[C:5]=2[N:6]=1.[C:22]1([CH:28]([C:32]2[CH:37]=[CH:36][CH:35]=[CH:34][CH:33]=2)[CH2:29][CH2:30]I)[CH:27]=[CH:26][CH:25]=[CH:24][CH:23]=1. (4) Given the product [CH3:24][N:25]1[C:33]2[C:28](=[CH:29][C:30]([O:34][C:2]3[C:11]4[C:6](=[CH:7][C:8]([O:14][CH2:15][CH2:16][CH2:17][N:18]5[CH2:23][CH2:22][O:21][CH2:20][CH2:19]5)=[C:9]([O:12][CH3:13])[CH:10]=4)[N:5]=[CH:4][N:3]=3)=[CH:31][CH:32]=2)[CH:27]=[C:26]1[CH3:35], predict the reactants needed to synthesize it. The reactants are: Cl[C:2]1[C:11]2[C:6](=[CH:7][C:8]([O:14][CH2:15][CH2:16][CH2:17][N:18]3[CH2:23][CH2:22][O:21][CH2:20][CH2:19]3)=[C:9]([O:12][CH3:13])[CH:10]=2)[N:5]=[CH:4][N:3]=1.[CH3:24][N:25]1[C:33]2[C:28](=[CH:29][C:30]([OH:34])=[CH:31][CH:32]=2)[CH:27]=[C:26]1[CH3:35]. (5) Given the product [C:1]1([C:7]#[C:8][CH2:9][O:10][SiH:12]([CH3:17])[CH3:11])[CH2:6][CH2:5][CH2:4][CH2:3][CH:2]=1, predict the reactants needed to synthesize it. The reactants are: [C:1]1([C:7]#[C:8][CH2:9][OH:10])[CH2:6][CH2:5][CH2:4][CH2:3][CH:2]=1.[CH3:11][SiH:12]([CH3:17])N[SiH](C)C. (6) Given the product [NH2:38][C:29]1[S:28][C:32]2[CH2:33][CH:34]([NH:37][C:17](=[O:18])[CH2:16][N:11]3[C:12]([CH3:15])=[CH:13][CH:14]=[C:9]([NH:8][S:5]([CH2:4][C:3]4[CH:21]=[CH:22][C:23]([F:25])=[CH:24][C:2]=4[Cl:1])(=[O:6])=[O:7])[C:10]3=[O:20])[CH2:35][CH2:36][C:31]=2[N:30]=1, predict the reactants needed to synthesize it. The reactants are: [Cl:1][C:2]1[CH:24]=[C:23]([F:25])[CH:22]=[CH:21][C:3]=1[CH2:4][S:5]([NH:8][C:9]1[C:10](=[O:20])[N:11]([CH2:16][C:17](O)=[O:18])[C:12]([CH3:15])=[CH:13][CH:14]=1)(=[O:7])=[O:6].Br.Br.[S:28]1[C:32]2[CH2:33][CH:34]([NH2:37])[CH2:35][CH2:36][C:31]=2[N:30]=[C:29]1[NH2:38]. (7) Given the product [O:1]([CH2:8][CH2:9][NH:10][C:11]1[O:12][CH2:13][C:14]2[CH:20]=[C:19]([NH:21][C:25]([CH:22]3[CH2:24][CH2:23]3)=[O:26])[CH:18]=[CH:17][C:15]=2[N:16]=1)[C:2]1[CH:7]=[CH:6][CH:5]=[CH:4][CH:3]=1, predict the reactants needed to synthesize it. The reactants are: [O:1]([CH2:8][CH2:9][NH:10][C:11]1[O:12][CH2:13][C:14]2[CH:20]=[C:19]([NH2:21])[CH:18]=[CH:17][C:15]=2[N:16]=1)[C:2]1[CH:7]=[CH:6][CH:5]=[CH:4][CH:3]=1.[CH:22]1([C:25](Cl)=[O:26])[CH2:24][CH2:23]1.